This data is from Reaction yield outcomes from USPTO patents with 853,638 reactions. The task is: Predict the reaction yield, written as a fraction of the theoretical maximum amount of product (1.0 means a 100% yield; for example, 0.34 means a 34% yield). (1) The reactants are [C:1]([N:8]1[C:16]2[C:11](=[CH:12][C:13]([B:17]3[O:25]C(C)(C)C(C)(C)[O:18]3)=[CH:14][CH:15]=2)[CH:10]=[N:9]1)([O:3][C:4]([CH3:7])([CH3:6])[CH3:5])=[O:2]. The catalyst is CC(C)=O.O. The yield is 0.680. The product is [C:1]([N:8]1[C:16]2[C:11](=[CH:12][C:13]([B:17]([OH:25])[OH:18])=[CH:14][CH:15]=2)[CH:10]=[N:9]1)([O:3][C:4]([CH3:7])([CH3:6])[CH3:5])=[O:2]. (2) The reactants are [CH3:1][C@@H:2]1[C@H:20]([OH:21])[C@@H:19]([CH3:22])[C:17](=[O:18])[C:16]([CH3:24])([CH3:23])[C@@H:15]([OH:25])[CH2:14][C:12](=[O:13])[O:11][C@H:10](/[C:26](/[CH3:35])=[CH:27]/[C:28]2[N:32]=[C:31]([CH2:33]O)[S:30][CH:29]=2)[CH2:9][C@@H:7]2[O:8][C@:6]2([CH3:36])[CH2:5][CH2:4][CH2:3]1.C1(P([N:51]=[N+]=[N-])(C2C=CC=CC=2)=O)C=CC=CC=1.N12CCCN=C1CCCCC2.[OH-].[NH4+].CP(C)C.O1CCCC1. The catalyst is O1CCCC1.O. The product is [NH2:51][CH2:33][C:31]1[S:30][CH:29]=[C:28]([CH:27]=[C:26]([CH:10]2[O:11][C:12](=[O:13])[CH2:14][CH:15]([OH:25])[C:16]([CH3:24])([CH3:23])[C:17](=[O:18])[CH:19]([CH3:22])[CH:20]([OH:21])[CH:2]([CH3:1])[CH2:3][CH2:4][CH2:5][C:6]3([CH3:36])[CH:7]([O:8]3)[CH2:9]2)[CH3:35])[N:32]=1. The yield is 0.914. (3) The reactants are COC1C=CC(C[N:8](CC2C=CC(OC)=CC=2)[C:9]2[N:14]=[C:13]([CH3:15])[N:12]=[C:11]([C:16]3[CH:17]=[C:18]([C:32]([CH3:41])([CH3:40])[C:33]([O:35]C(C)(C)C)=[O:34])[CH:19]=[N:20][C:21]=3[NH:22][C:23]3[CH:24]=[N:25][C:26]([O:30][CH3:31])=[C:27]([F:29])[CH:28]=3)[N:10]=2)=CC=1.FC(F)(F)S(O)(=O)=O. The catalyst is C(O)(C(F)(F)F)=O. The product is [NH2:8][C:9]1[N:14]=[C:13]([CH3:15])[N:12]=[C:11]([C:16]2[CH:17]=[C:18]([C:32]([CH3:41])([CH3:40])[C:33]([OH:35])=[O:34])[CH:19]=[N:20][C:21]=2[NH:22][C:23]2[CH:24]=[N:25][C:26]([O:30][CH3:31])=[C:27]([F:29])[CH:28]=2)[N:10]=1. The yield is 0.700. (4) The reactants are [Br:1][C:2]1[CH:3]=[CH:4][C:5]([OH:25])=[C:6]([CH:24]=1)[C:7]([NH:9][C:10]1[S:11][C:12]([C:21](O)=[O:22])=[C:13]([C:15]2[CH:20]=[CH:19][CH:18]=[CH:17][CH:16]=2)[N:14]=1)=[O:8].CN.O.O[N:30]1[C:34]2C=CC=CC=2N=N1.CCN=C=NCCCN(C)C.Cl.Cl. The catalyst is O1CCCC1. The product is [Br:1][C:2]1[CH:3]=[CH:4][C:5]([OH:25])=[C:6]([CH:24]=1)[C:7]([NH:9][C:10]1[S:11][C:12]([C:21]([NH:30][CH3:34])=[O:22])=[C:13]([C:15]2[CH:20]=[CH:19][CH:18]=[CH:17][CH:16]=2)[N:14]=1)=[O:8]. The yield is 0.426. (5) The reactants are [Cl:1][C:2]1[CH:3]=[C:4]2[C:9](=[C:10]([CH3:12])[CH:11]=1)[NH:8][C:7](=[O:13])[C:6]([CH:14]=O)=[CH:5]2.[NH2:16][C:17]1[CH:24]=[CH:23][C:20]([C:21]#[N:22])=[C:19]([O:25][CH3:26])[CH:18]=1.C(O)(=O)C.C(O[BH-](OC(=O)C)OC(=O)C)(=O)C.[Na+]. The catalyst is C(Cl)Cl.O. The product is [Cl:1][C:2]1[CH:3]=[C:4]2[C:9](=[C:10]([CH3:12])[CH:11]=1)[NH:8][C:7](=[O:13])[C:6]([CH2:14][NH:16][C:17]1[CH:24]=[CH:23][C:20]([C:21]#[N:22])=[C:19]([O:25][CH3:26])[CH:18]=1)=[CH:5]2. The yield is 0.0300.